From a dataset of Forward reaction prediction with 1.9M reactions from USPTO patents (1976-2016). Predict the product of the given reaction. Given the reactants Br[C:2]1[CH:3]=[C:4]([O:10][CH3:11])[C:5](=[O:9])[N:6]([CH3:8])[CH:7]=1.[CH2:12]([S:14]([C:17]1[CH:18]=[CH:19][C:20]([F:32])=[C:21](B2OC(C)(C)C(C)(C)O2)[CH:22]=1)(=[O:16])=[O:15])[CH3:13].[O-]P([O-])([O-])=O.[K+].[K+].[K+], predict the reaction product. The product is: [CH2:12]([S:14]([C:17]1[CH:22]=[CH:21][C:20]([F:32])=[C:19]([C:2]2[CH:3]=[C:4]([O:10][CH3:11])[C:5](=[O:9])[N:6]([CH3:8])[CH:7]=2)[CH:18]=1)(=[O:15])=[O:16])[CH3:13].